This data is from Reaction yield outcomes from USPTO patents with 853,638 reactions. The task is: Predict the reaction yield, written as a fraction of the theoretical maximum amount of product (1.0 means a 100% yield; for example, 0.34 means a 34% yield). (1) The reactants are [OH:1][C:2]1[CH:3]=[C:4]([CH2:8][C:9]([OH:11])=[O:10])[CH:5]=[CH:6][CH:7]=1.S(=O)(=O)(O)O.[CH3:17]O. No catalyst specified. The product is [OH:1][C:2]1[CH:3]=[C:4]([CH2:8][C:9]([O:11][CH3:17])=[O:10])[CH:5]=[CH:6][CH:7]=1. The yield is 1.00. (2) The reactants are C([O:4][C:5](=O)[C:6]1[CH:11]=[C:10]([N:12]2[CH2:17][CH2:16][O:15][CH2:14][CH2:13]2)[C:9]([F:18])=[CH:8][C:7]=1[NH:19][C:20](=O)[CH3:21])(=O)C.[OH-].[NH4+:25].Cl. The catalyst is [OH-].[Na+]. The product is [F:18][C:9]1[CH:8]=[C:7]2[C:6]([C:5](=[O:4])[NH:25][C:20]([CH3:21])=[N:19]2)=[CH:11][C:10]=1[N:12]1[CH2:17][CH2:16][O:15][CH2:14][CH2:13]1. The yield is 0.850. (3) The reactants are [C:1]([O:5][C:6]([N:8]1[C:12]2=[N:13][CH:14]=[C:15]([OH:17])[CH:16]=[C:11]2[CH:10]=[C:9]1[C:18]([N:20]1[CH2:25][CH2:24][C:23]([F:27])([F:26])[CH2:22][CH2:21]1)=[O:19])=[O:7])([CH3:4])([CH3:3])[CH3:2].C(=O)([O-])[O-].[K+].[K+].Br[CH2:35][CH2:36][CH2:37][Cl:38]. The catalyst is CC(=O)CC. The product is [C:1]([O:5][C:6]([N:8]1[C:12]2=[N:13][CH:14]=[C:15]([O:17][CH2:35][CH2:36][CH2:37][Cl:38])[CH:16]=[C:11]2[CH:10]=[C:9]1[C:18]([N:20]1[CH2:25][CH2:24][C:23]([F:27])([F:26])[CH2:22][CH2:21]1)=[O:19])=[O:7])([CH3:4])([CH3:2])[CH3:3]. The yield is 0.630. (4) The product is [NH2:12][C:8]1[N:9]=[CH:10][N:11]=[C:6]([O:5][C:4]2[CH:3]=[C:2]([NH:1][C:34]([C:31]3([C:29]#[N:30])[CH2:33][CH2:32]3)=[O:35])[CH:28]=[CH:27][CH:26]=2)[C:7]=1[C:13]1[CH:14]=[CH:15][C:16]([O:19][C:20]2[CH:25]=[CH:24][CH:23]=[CH:22][CH:21]=2)=[CH:17][CH:18]=1. The yield is 0.420. No catalyst specified. The reactants are [NH2:1][C:2]1[CH:3]=[C:4]([CH:26]=[CH:27][CH:28]=1)[O:5][C:6]1[N:11]=[CH:10][N:9]=[C:8]([NH2:12])[C:7]=1[C:13]1[CH:18]=[CH:17][C:16]([O:19][C:20]2[CH:25]=[CH:24][CH:23]=[CH:22][CH:21]=2)=[CH:15][CH:14]=1.[C:29]([C:31]1([C:34](O)=[O:35])[CH2:33][CH2:32]1)#[N:30]. (5) The reactants are [Cl:1][CH2:2][C:3](=O)[CH2:4][C:5]([O:7][CH2:8][CH3:9])=[O:6].[H][H].C([OH:15])C. No catalyst specified. The product is [Cl:1][CH2:2][CH2:3][C@@H:4]([OH:15])[C:5]([O:7][CH2:8][CH3:9])=[O:6]. The yield is 0.940. (6) The reactants are C(S([N:7]1[C:11]2[CH:12]=[C:13]([C:16]3[N:17]=[C:18]([C:27]4[C:32]([F:33])=[CH:31][CH:30]=[CH:29][C:28]=4[F:34])[NH:19][C:20]=3[C:21]3[CH:26]=[CH:25][CH:24]=[CH:23][CH:22]=3)[CH:14]=[CH:15][C:10]=2[N:9]=[C:8]1[NH2:35])(=O)=O)(C)C.[OH-].[Na+].C(#N)C. The catalyst is O.C(OCC)(=O)C. The product is [NH2:35][C:8]1[NH:9][C:10]2[CH:15]=[CH:14][C:13]([C:16]3[N:17]=[C:18]([C:27]4[C:28]([F:34])=[CH:29][CH:30]=[CH:31][C:32]=4[F:33])[NH:19][C:20]=3[C:21]3[CH:22]=[CH:23][CH:24]=[CH:25][CH:26]=3)=[CH:12][C:11]=2[N:7]=1. The yield is 0.930. (7) The reactants are [Cl:1][C:2]1[CH:3]=[N+:4]([O-])[C:5]([CH3:13])=[C:6]([CH:12]=1)[C:7]([O:9][CH2:10][CH3:11])=[O:8].C(OC(=O)C)(=[O:17])C.FC(F)F.Cl. The catalyst is ClCCl. The product is [Cl:1][C:2]1[CH:3]=[N:4][C:5]([CH2:13][OH:17])=[C:6]([CH:12]=1)[C:7]([O:9][CH2:10][CH3:11])=[O:8]. The yield is 0.200.